Dataset: Full USPTO retrosynthesis dataset with 1.9M reactions from patents (1976-2016). Task: Predict the reactants needed to synthesize the given product. (1) Given the product [C:12]1([C:8]2[CH:7]=[CH:6][CH:5]=[CH:4][C:9]=2[OH:10])[CH:11]=[CH:16][CH:15]=[CH:14][CH:13]=1.[CH2:17]([Si:3]([CH2:1][CH3:2])([CH2:19][CH3:20])[C:4]1[CH:5]=[CH:6][CH:7]=[C:8]([C:12]2[CH:13]=[CH:14][CH:15]=[CH:16][CH:11]=2)[C:9]=1[OH:10])[CH3:18].[CH2:17]([Si:3]([CH2:1][CH3:2])([CH2:19][CH3:20])[C:4]1[CH:9]=[C:8]([C:12]2[CH:13]=[CH:14][CH:15]=[CH:16][C:11]=2[OH:10])[CH:7]=[CH:6][CH:5]=1)[CH3:18], predict the reactants needed to synthesize it. The reactants are: [CH2:1]([Si:3]([CH2:19][CH3:20])([CH2:17][CH3:18])[C:4]1[C:9]2[O:10][C:11]3[CH:16]=[CH:15][CH:14]=[CH:13][C:12]=3[C:8]=2[CH:7]=[CH:6][CH:5]=1)[CH3:2].CC([O-])(C)C.[K+].[SiH](CC)(CC)CC. (2) The reactants are: [F:1][C:2]([F:26])([F:25])[C@@H:3]([CH3:24])[O:4][C:5]1[CH:10]=[CH:9][C:8]([N:11]2[CH2:22][CH2:21][C:13]3([CH2:20][CH2:19][C:16]4([O:18][CH2:17]4)[CH2:15][CH2:14]3)[C:12]2=[O:23])=[CH:7][CH:6]=1.CC1C=CC(S(O)(=O)=O)=CC=1. Given the product [O:23]=[C:12]1[C:13]2([CH2:14][CH2:15][CH:16]([CH:17]=[O:18])[CH2:19][CH2:20]2)[CH2:21][CH2:22][N:11]1[C:8]1[CH:7]=[CH:6][C:5]([O:4][C@H:3]([CH3:24])[C:2]([F:25])([F:1])[F:26])=[CH:10][CH:9]=1, predict the reactants needed to synthesize it.